Dataset: Full USPTO retrosynthesis dataset with 1.9M reactions from patents (1976-2016). Task: Predict the reactants needed to synthesize the given product. (1) The reactants are: [CH3:1][C:2]([O:5][C:6]([N:8]1[CH2:23][C@@H:22]([F:24])[CH2:21][C@H:9]1[C:10]([NH:12][C@@H:13]([CH2:19][CH3:20])/[CH:14]=[CH:15]/[C:16]([OH:18])=O)=[O:11])=[O:7])([CH3:4])[CH3:3].CN(C(ON1N=NC2C=CC=NC1=2)=[N+](C)C)C.F[P-](F)(F)(F)(F)F.CCN(C(C)C)C(C)C.[F:58][C:59]([F:67])([F:66])[C:60]1[S:64][C:63]([NH2:65])=[N:62][N:61]=1. Given the product [CH2:19]([C@H:13]([NH:12][C:10]([C@@H:9]1[CH2:21][C@H:22]([F:24])[CH2:23][N:8]1[C:6]([O:5][C:2]([CH3:1])([CH3:3])[CH3:4])=[O:7])=[O:11])/[CH:14]=[CH:15]/[C:16](=[O:18])[NH:65][C:63]1[S:64][C:60]([C:59]([F:67])([F:66])[F:58])=[N:61][N:62]=1)[CH3:20], predict the reactants needed to synthesize it. (2) The reactants are: [CH3:1][N:2]([CH2:6][CH:7]1[CH2:12][CH2:11][NH:10][CH2:9][CH2:8]1)[C:3](=[O:5])[CH3:4].[F:13][C:14]([F:40])([F:39])[C:15]1[CH:20]=[CH:19][C:18]([C:21]2[C:22]([C:27]([NH:29][C:30]3[CH:31]=[C:32]([C:36](O)=[O:37])[N:33]([CH3:35])[CH:34]=3)=[O:28])=[CH:23][CH:24]=[CH:25][CH:26]=2)=[CH:17][CH:16]=1.CN(C(ON1N=NC2C=CC=CC1=2)=[N+](C)C)C.[B-](F)(F)(F)F.C(N(CC)CC)C. Given the product [C:3]([N:2]([CH2:6][CH:7]1[CH2:8][CH2:9][N:10]([C:36]([C:32]2[N:33]([CH3:35])[CH:34]=[C:30]([NH:29][C:27]([C:22]3[C:21]([C:18]4[CH:17]=[CH:16][C:15]([C:14]([F:40])([F:13])[F:39])=[CH:20][CH:19]=4)=[CH:26][CH:25]=[CH:24][CH:23]=3)=[O:28])[CH:31]=2)=[O:37])[CH2:11][CH2:12]1)[CH3:1])(=[O:5])[CH3:4], predict the reactants needed to synthesize it. (3) Given the product [CH:18]([NH:21][CH:22]([CH3:24])[CH3:23])([CH3:20])[CH3:19].[O:1]=[C:2]1[C@@:6]([N:12]2[CH:13]=[CH:14][CH:15]=[CH:16]2)([C:7]([O:9][CH2:10][CH3:11])=[O:8])[CH2:5][C:4](=[O:17])[NH:3]1, predict the reactants needed to synthesize it. The reactants are: [O:1]=[C:2]1[C@@:6]([N:12]2[CH:16]=[CH:15][CH:14]=[CH:13]2)([C:7]([O:9][CH2:10][CH3:11])=[O:8])[CH2:5][C:4](=[O:17])[NH:3]1.[CH:18]([NH:21][CH:22]([CH3:24])[CH3:23])([CH3:20])[CH3:19].CCCCCC. (4) Given the product [F:1][C:2]1[CH:3]=[CH:4][C:5]([C:6]([N:8]2[CH2:14][CH2:13][C:12]3[O:15][C:16]([CH2:18][OH:32])=[N:17][C:11]=3[CH2:10][CH2:9]2)=[O:7])=[CH:26][CH:27]=1, predict the reactants needed to synthesize it. The reactants are: [F:1][C:2]1[CH:27]=[CH:26][C:5]([C:6]([N:8]2[CH2:14][CH2:13][C:12]3[O:15][C:16](/[CH:18]=C/C4C=CC=CC=4)=[N:17][C:11]=3[CH2:10][CH2:9]2)=[O:7])=[CH:4][CH:3]=1.C[N+]1([O-])CC[O:32]CC1.I([O-])(=O)(=O)=O.[Na+].[BH4-].[Na+]. (5) Given the product [C:1]([C:4]1[CH:5]=[CH:6][C:7]([CH:13]2[CH2:17][CH2:16][CH:15]([NH:18][C:19](=[O:25])[O:20][C:21]([CH3:23])([CH3:22])[CH3:24])[CH2:14]2)=[C:8]2[C:12]=1[NH:11][CH:10]=[CH:9]2)(=[O:3])[NH2:2], predict the reactants needed to synthesize it. The reactants are: [C:1]([C:4]1[CH:5]=[CH:6][C:7]([C:13]2[CH2:17][CH2:16][CH:15]([NH:18][C:19](=[O:25])[O:20][C:21]([CH3:24])([CH3:23])[CH3:22])[CH:14]=2)=[C:8]2[C:12]=1[NH:11][CH:10]=[CH:9]2)(=[O:3])[NH2:2].C(C1C=CC(C2CC(NC(=O)OC(C)(C)C)CC=2)=C2C=1NC=C2)(=O)N. (6) Given the product [C:1]([C:5]1[O:9][N:8]=[C:7]([C:10]2[CH:15]=[C:14]([O:20][CH:21]3[CH2:26][CH2:25][CH2:24][N:23]([CH2:27][CH3:28])[CH2:22]3)[C:13]([CH:17]3[CH2:19][CH2:18]3)=[CH:12][N:11]=2)[N:6]=1)([CH3:4])([CH3:3])[CH3:2], predict the reactants needed to synthesize it. The reactants are: [C:1]([C:5]1[O:9][N:8]=[C:7]([C:10]2[CH:15]=[C:14](Cl)[C:13]([CH:17]3[CH2:19][CH2:18]3)=[CH:12][N:11]=2)[N:6]=1)([CH3:4])([CH3:3])[CH3:2].[OH:20][CH:21]1[CH2:26][CH2:25][CH2:24][N:23]([CH2:27][CH3:28])[CH2:22]1. (7) Given the product [CH3:15][C:6]1[C:5]([O:4][CH:2]([CH3:3])[CH3:1])=[CH:10][C:9]([N+:11]([O-:13])=[O:12])=[C:8]([NH:16][CH:17]2[CH2:18][CH2:19][N:20]([C:23]([O:25][C:26]([CH3:29])([CH3:28])[CH3:27])=[O:24])[CH2:21][CH2:22]2)[CH:7]=1, predict the reactants needed to synthesize it. The reactants are: [CH3:1][CH:2]([O:4][C:5]1[CH:10]=[C:9]([N+:11]([O-:13])=[O:12])[C:8](F)=[CH:7][C:6]=1[CH3:15])[CH3:3].[NH2:16][CH:17]1[CH2:22][CH2:21][N:20]([C:23]([O:25][C:26]([CH3:29])([CH3:28])[CH3:27])=[O:24])[CH2:19][CH2:18]1.C(N(C(C)C)CC)(C)C. (8) Given the product [NH:8]1[C:16]2[C:11](=[CH:12][CH:13]=[CH:14][CH:15]=2)[C@@:10]2([C:20]3=[CH:21][C:22]4[O:26][CH2:25][O:24][C:23]=4[CH:27]=[C:19]3[O:18][CH2:17]2)[C:9]1=[O:28], predict the reactants needed to synthesize it. The reactants are: C1(C(C2C=CC=CC=2)[N:8]2[C:16]3[C:11](=[CH:12][CH:13]=[CH:14][CH:15]=3)[C@@:10]3([C:20]4=[CH:21][C:22]5[O:26][CH2:25][O:24][C:23]=5[CH:27]=[C:19]4[O:18][CH2:17]3)[C:9]2=[O:28])C=CC=CC=1.FC(F)(F)C(O)=O.C([SiH](CC)CC)C. (9) Given the product [CH3:4][N:5]([CH3:22])[S:6]([C:9]1[CH:14]=[C:13]([N+:15]([O-:17])=[O:16])[CH:12]=[CH:11][C:10]=1[C:18]([OH:20])=[O:19])(=[O:8])=[O:7], predict the reactants needed to synthesize it. The reactants are: O.[OH-].[Li+].[CH3:4][N:5]([CH3:22])[S:6]([C:9]1[CH:14]=[C:13]([N+:15]([O-:17])=[O:16])[CH:12]=[CH:11][C:10]=1[C:18]([O:20]C)=[O:19])(=[O:8])=[O:7].Cl. (10) Given the product [OH:24][C:9]1[CH:8]=[C:7]([CH2:6][C:5]([OH:25])=[O:4])[CH:16]=[C:15]2[C:10]=1[C@@H:11]1[CH2:22][C:21](=[O:23])[CH2:20][CH2:19][C@H:12]1[C:13]([CH3:18])([CH3:17])[O:14]2, predict the reactants needed to synthesize it. The reactants are: [OH-].[Na+].C[O:4][C:5](=[O:25])[CH2:6][C:7]1[CH:16]=[C:15]2[C:10]([C@@H:11]3[CH2:22][C:21](=[O:23])[CH2:20][CH2:19][C@H:12]3[C:13]([CH3:18])([CH3:17])[O:14]2)=[C:9]([OH:24])[CH:8]=1.C1COCC1.